This data is from Reaction yield outcomes from USPTO patents with 853,638 reactions. The task is: Predict the reaction yield, written as a fraction of the theoretical maximum amount of product (1.0 means a 100% yield; for example, 0.34 means a 34% yield). (1) The reactants are [Br:1][C:2]1[CH:9]=[C:8]([F:10])[CH:7]=[CH:6][C:3]=1[CH:4]=[O:5].[CH3:11][C@@H:12]([NH:21][CH3:22])[C@H:13](O)[C:14]1[CH:19]=[CH:18][CH:17]=[CH:16][CH:15]=1. The catalyst is C1(C)C=CC=CC=1. The product is [Br:1][C:2]1[CH:9]=[C:8]([F:10])[CH:7]=[CH:6][C:3]=1[CH:4]1[N:21]([CH3:22])[C@H:12]([CH3:11])[C@@H:13]([C:14]2[CH:19]=[CH:18][CH:17]=[CH:16][CH:15]=2)[O:5]1. The yield is 0.970. (2) The reactants are [Cl:1][C:2]1[CH:7]=[CH:6][C:5]([C:8]2[C:12]([CH2:13][O:14][C:15]3[CH:23]=[CH:22][C:18]([C:19]([OH:21])=O)=[CH:17][N:16]=3)=[CH:11][O:10][N:9]=2)=[CH:4][CH:3]=1.[CH3:24][CH:25]([NH2:30])[C:26]([F:29])([F:28])[F:27]. No catalyst specified. The product is [Cl:1][C:2]1[CH:3]=[CH:4][C:5]([C:8]2[C:12]([CH2:13][O:14][C:15]3[CH:23]=[CH:22][C:18]([C:19]([NH:30][C@@H:25]([CH3:24])[C:26]([F:29])([F:28])[F:27])=[O:21])=[CH:17][N:16]=3)=[CH:11][O:10][N:9]=2)=[CH:6][CH:7]=1. The yield is 0.980.